Dataset: TCR-epitope binding with 47,182 pairs between 192 epitopes and 23,139 TCRs. Task: Binary Classification. Given a T-cell receptor sequence (or CDR3 region) and an epitope sequence, predict whether binding occurs between them. (1) The epitope is FVDGVPFVV. The TCR CDR3 sequence is CAWSNGGRAEAFF. Result: 0 (the TCR does not bind to the epitope). (2) The epitope is VTIAEILLI. The TCR CDR3 sequence is CASSFGGGVFNEQFF. Result: 1 (the TCR binds to the epitope). (3) The epitope is GLCTLVAML. The TCR CDR3 sequence is CSARDKTGNGYTF. Result: 1 (the TCR binds to the epitope). (4) The epitope is FIAGLIAIV. The TCR CDR3 sequence is CASSELAGLGTEAFF. Result: 0 (the TCR does not bind to the epitope). (5) The epitope is DRFYKTLRAEQASQEV. The TCR CDR3 sequence is CASTSGSFTGELFF. Result: 0 (the TCR does not bind to the epitope). (6) The epitope is RILGAGCFV. The TCR CDR3 sequence is CASSQDFGGGRTDTQYF. Result: 0 (the TCR does not bind to the epitope). (7) The epitope is SEISMDNSPNL. The TCR CDR3 sequence is CASSRTGSAEAFF. Result: 1 (the TCR binds to the epitope). (8) The epitope is SLVKPSFYV. The TCR CDR3 sequence is CASSLSASTARYGYTF. Result: 0 (the TCR does not bind to the epitope). (9) The epitope is KLNVGDYFV. The TCR CDR3 sequence is CASALGASGITQYF. Result: 0 (the TCR does not bind to the epitope). (10) The epitope is SLYNTVATL. The TCR CDR3 sequence is CASSFDPSRGEQYF. Result: 0 (the TCR does not bind to the epitope).